From a dataset of Forward reaction prediction with 1.9M reactions from USPTO patents (1976-2016). Predict the product of the given reaction. (1) Given the reactants [OH:1][CH2:2]/[CH:3]=[CH:4]/[C:5]([O:7][CH2:8][CH3:9])=[O:6].[O:10]1[CH:15]=[CH:14][CH2:13][CH2:12][CH2:11]1.C1(C)C(S(O)(=O)=O)=CC=CC=1, predict the reaction product. The product is: [O:10]1[CH2:15][CH2:14][CH2:13][CH2:12][CH:11]1[O:1][CH2:2]/[CH:3]=[CH:4]/[C:5]([O:7][CH2:8][CH3:9])=[O:6]. (2) Given the reactants C([O:3][C:4]([C:6]1[N:7]([C:32]2[CH:37]=[CH:36][C:35]([O:38][CH:39]([CH3:41])[CH3:40])=[CH:34][CH:33]=2)[C:8]2[C:13]([C:14]=1[CH2:15][CH2:16][C:17]([O:19]CC)=[O:18])=[CH:12][C:11]([C:22]1[CH:27]=[CH:26][C:25]([C:28]([F:31])([F:30])[F:29])=[CH:24][N:23]=1)=[CH:10][CH:9]=2)=[O:5])C.[OH-].[Na+].Cl, predict the reaction product. The product is: [C:17]([CH2:16][CH2:15][C:14]1[C:13]2[C:8](=[CH:9][CH:10]=[C:11]([C:22]3[CH:27]=[CH:26][C:25]([C:28]([F:29])([F:31])[F:30])=[CH:24][N:23]=3)[CH:12]=2)[N:7]([C:32]2[CH:33]=[CH:34][C:35]([O:38][CH:39]([CH3:40])[CH3:41])=[CH:36][CH:37]=2)[C:6]=1[C:4]([OH:5])=[O:3])([OH:19])=[O:18]. (3) Given the reactants S(=O)(=O)(O)O.[C:6]1([C@H:16]([NH:18][CH2:19]/[CH:20]=[CH:21]/[C:22]2[CH:27]=[CH:26][CH:25]=[C:24]([C:28]([F:31])([F:30])[F:29])[CH:23]=2)[CH3:17])[C:15]2[C:10](=[CH:11][CH:12]=[CH:13][CH:14]=2)[CH:9]=[CH:8][CH:7]=1.[OH-].[Na+].[ClH:34], predict the reaction product. The product is: [ClH:34].[C:6]1([C@H:16]([NH:18][CH2:19]/[CH:20]=[CH:21]/[C:22]2[CH:27]=[CH:26][CH:25]=[C:24]([C:28]([F:29])([F:30])[F:31])[CH:23]=2)[CH3:17])[C:15]2[C:10](=[CH:11][CH:12]=[CH:13][CH:14]=2)[CH:9]=[CH:8][CH:7]=1. (4) Given the reactants [CH3:1][N:2]([CH3:31])[C:3]1([C:24]2[CH:29]=[CH:28][CH:27]=[C:26]([F:30])[CH:25]=2)[CH2:8][CH2:7][C:6](=[CH:9][C:10]([NH:12][CH2:13][CH2:14][C:15]2[C:23]3[C:18](=[CH:19][CH:20]=[CH:21][CH:22]=3)[NH:17][CH:16]=2)=[O:11])[CH2:5][CH2:4]1.[Cl:32][Si](C)(C)C, predict the reaction product. The product is: [ClH:32].[CH3:31][N:2]([CH3:1])[C:3]1([C:24]2[CH:29]=[CH:28][CH:27]=[C:26]([F:30])[CH:25]=2)[CH2:8][CH2:7][C:6](=[CH:9][C:10]([NH:12][CH2:13][CH2:14][C:15]2[C:23]3[C:18](=[CH:19][CH:20]=[CH:21][CH:22]=3)[NH:17][CH:16]=2)=[O:11])[CH2:5][CH2:4]1. (5) Given the reactants [C:1]1([CH3:12])[CH:6]=[CH:5][CH:4]=[CH:3][C:2]=1[O:7][CH2:8][C:9](O)=O.[CH:13]1([NH2:16])[CH2:15][CH2:14]1, predict the reaction product. The product is: [CH:13]1([NH:16][CH2:9][CH2:8][O:7][C:2]2[CH:3]=[CH:4][CH:5]=[CH:6][C:1]=2[CH3:12])[CH2:15][CH2:14]1. (6) Given the reactants I[C:2]1[S:6][C:5]2[C:7]3[S:8][C:9](I)=[C:10]([CH2:14][CH2:15][CH2:16][CH2:17][CH2:18][CH3:19])[C:11]=3[C:12](=[O:13])[C:4]=2[C:3]=1[CH2:21][CH2:22][CH2:23][CH2:24][CH2:25][CH3:26].[CH2:27]([C:36]1[S:37][C:38]([Sn](CCCC)(CCCC)CCCC)=[CH:39][CH:40]=1)[CH2:28][CH2:29][CH2:30][CH2:31][CH2:32][CH2:33][CH2:34][CH3:35].CN(C=O)C, predict the reaction product. The product is: [CH2:7]([C:5]1[S:6][C:2]([C:2]2[S:6][C:5]3[C:7]4[S:8][CH2:9][C:10]([C:38]5[S:37][C:36]([CH2:27][CH2:28][CH2:29][CH2:30][CH2:31][CH2:32][CH2:33][CH2:34][CH3:35])=[CH:40][CH:39]=5)([CH2:14][CH2:15][CH2:16][CH2:17][CH2:18][CH3:19])[C:11]=4[C:12](=[O:13])[C:4]=3[C:3]=2[CH2:21][CH2:22][CH2:23][CH2:24][CH2:25][CH3:26])=[CH:3][CH:4]=1)[CH2:11][CH2:10][CH2:14][CH2:15][CH2:16][CH2:17][CH2:18][CH3:19].